From a dataset of Catalyst prediction with 721,799 reactions and 888 catalyst types from USPTO. Predict which catalyst facilitates the given reaction. (1) Reactant: [NH2:1][C:2]1[C:3]2[C:10]([C:11]3[CH:16]=[CH:15][C:14]([O:17][C:18]4[CH:23]=[CH:22][CH:21]=[CH:20][CH:19]=4)=[CH:13][CH:12]=3)=[CH:9][N:8]([CH:24]3[CH2:29][CH2:28][C:27](=O)[CH2:26][CH2:25]3)[C:4]=2[N:5]=[CH:6][N:7]=1.[NH:31]1[CH2:35][CH2:34][CH2:33][C@H:32]1[CH2:36][OH:37].[BH4-].[Na+].O. Product: [NH2:1][C:2]1[C:3]2[C:10]([C:11]3[CH:12]=[CH:13][C:14]([O:17][C:18]4[CH:19]=[CH:20][CH:21]=[CH:22][CH:23]=4)=[CH:15][CH:16]=3)=[CH:9][N:8]([C@H:24]3[CH2:29][CH2:28][C@H:27]([N:31]4[CH2:35][CH2:34][CH2:33][C@H:32]4[CH2:36][OH:37])[CH2:26][CH2:25]3)[C:4]=2[N:5]=[CH:6][N:7]=1. The catalyst class is: 357. (2) Reactant: P(Cl)(Cl)(Cl)=O.[Br:6][C:7]1[N:8]([C:17]2[C:26]3[C:21](=[CH:22][CH:23]=[CH:24][CH:25]=3)[C:20]([CH:27]3[CH2:29][CH2:28]3)=[CH:19][CH:18]=2)[C:9]([S:12][CH2:13][C:14]([OH:16])=[O:15])=[N:10][N:11]=1.[OH:30][CH:31]1[O:37][C@H:36]([C@@H:38]([CH2:40][OH:41])[OH:39])[C@H:34](O)[C@H:32]1[OH:33]. Product: [Br:6][C:7]1[N:8]([C:17]2[C:26]3[C:21](=[CH:22][CH:23]=[CH:24][CH:25]=3)[C:20]([CH:27]3[CH2:29][CH2:28]3)=[CH:19][CH:18]=2)[C:9]([S:12][CH2:13][C:14]([O:16][CH:34]2[CH:32]([OH:33])[CH:31]([OH:30])[O:37][CH:36]2[CH:38]([OH:39])[CH2:40][OH:41])=[O:15])=[N:10][N:11]=1. The catalyst class is: 17. (3) Reactant: [CH2:1]([O:8][C:9]1[CH:14]=[CH:13][CH:12]=[C:11]([N+:15]([O-:17])=[O:16])[C:10]=1Cl)[C:2]1[CH:7]=[CH:6][CH:5]=[CH:4][CH:3]=1.O.O.O.O.O.O.O.O.O.[S-2:28].[Na+].[Na+].CCOCC.Cl. Product: [CH2:1]([O:8][C:9]1[CH:14]=[CH:13][CH:12]=[C:11]([N+:15]([O-:17])=[O:16])[C:10]=1[SH:28])[C:2]1[CH:7]=[CH:6][CH:5]=[CH:4][CH:3]=1. The catalyst class is: 3. (4) Reactant: [C:9](O[C:9]([O:11][C:12]([CH3:15])([CH3:14])[CH3:13])=[O:10])([O:11][C:12]([CH3:15])([CH3:14])[CH3:13])=[O:10].[CH2:16]([N:23]1[CH2:27][C@@H:26]2[C@@H:28]([NH2:31])[CH2:29][CH2:30][C@@H:25]2[CH2:24]1)[C:17]1[CH:22]=[CH:21][CH:20]=[CH:19][CH:18]=1.CN(C1C=CC=CN=1)C. Product: [CH2:16]([N:23]1[CH2:27][C@@H:26]2[C@@H:28]([NH:31][C:9](=[O:10])[O:11][C:12]([CH3:13])([CH3:14])[CH3:15])[CH2:29][CH2:30][C@@H:25]2[CH2:24]1)[C:17]1[CH:18]=[CH:19][CH:20]=[CH:21][CH:22]=1. The catalyst class is: 4.